Dataset: Reaction yield outcomes from USPTO patents with 853,638 reactions. Task: Predict the reaction yield, written as a fraction of the theoretical maximum amount of product (1.0 means a 100% yield; for example, 0.34 means a 34% yield). (1) The reactants are BrC1C=CC2OCCC=2C=1.C([Li])CCC.CCCCCC.[CH2:22]([O:24][C:25]1[CH:26]=[C:27]([CH:34]=[CH:35][C:36]=1[O:37][CH3:38])[C:28](N(OC)C)=[O:29])[CH3:23]. The catalyst is C1COCC1.O.C(O)(C)C. The product is [CH2:22]([O:24][C:25]1[CH:26]=[C:27]([CH:28]=[O:29])[CH:34]=[CH:35][C:36]=1[O:37][CH3:38])[CH3:23]. The yield is 0.920. (2) The reactants are [CH2:1]([O:3][C:4](=[O:29])[CH2:5][CH2:6][CH2:7][O:8][C:9]1[CH:14]=[CH:13][CH:12]=[C:11]([CH2:15][CH2:16][CH2:17][CH2:18][CH2:19][CH2:20]Br)[C:10]=1[CH2:22][CH2:23][C:24]([O:26][CH2:27][CH3:28])=[O:25])[CH3:2].[I:30][C:31]1[CH:32]=[C:33]([OH:40])[CH:34]=[C:35]([N+:37]([O-:39])=[O:38])[CH:36]=1. No catalyst specified. The product is [CH2:1]([O:3][C:4](=[O:29])[CH2:5][CH2:6][CH2:7][O:8][C:9]1[CH:14]=[CH:13][CH:12]=[C:11]([CH2:15][CH2:16][CH2:17][CH2:18][CH2:19][CH2:20][O:40][C:33]2[CH:34]=[C:35]([N+:37]([O-:39])=[O:38])[CH:36]=[C:31]([I:30])[CH:32]=2)[C:10]=1[CH2:22][CH2:23][C:24]([O:26][CH2:27][CH3:28])=[O:25])[CH3:2]. The yield is 0.730. (3) The reactants are [CH3:1][N:2]1[C:6]([C:7]([OH:9])=[O:8])=[CH:5][CH:4]=[N:3]1.[CH3:10][Si](C=[N+]=[N-])(C)C. The catalyst is CO.C1(C)C=CC=CC=1. The product is [CH3:10][O:8][C:7]([C:6]1[N:2]([CH3:1])[N:3]=[CH:4][CH:5]=1)=[O:9]. The yield is 0.940. (4) The reactants are [CH2:1]([C:3]1[C:11]([N:12]([CH2:20][CH:21]2[CH2:26][CH2:25][O:24][CH2:23][CH2:22]2)C(=O)OC(C)(C)C)=[C:6]2[CH:7]=[CH:8][CH:9]=[CH:10][N:5]2[N:4]=1)[CH3:2].[ClH:27].C(OCC)(=O)C. The catalyst is COCCOC. The product is [ClH:27].[CH2:1]([C:3]1[C:11]([NH:12][CH2:20][CH:21]2[CH2:26][CH2:25][O:24][CH2:23][CH2:22]2)=[C:6]2[CH:7]=[CH:8][CH:9]=[CH:10][N:5]2[N:4]=1)[CH3:2]. The yield is 0.870. (5) The reactants are [Cl:1][C:2]1[C:3]([CH2:29][CH3:30])=[C:4]([NH:10][C@H:11]([C@@H:26]([OH:28])[CH3:27])[C:12]([NH:14][NH:15][C:16](=O)[C:17]2[CH:22]=[CH:21][C:20]([C:23]#[N:24])=[CH:19][CH:18]=2)=[O:13])[CH:5]=[CH:6][C:7]=1[C:8]#[N:9].C(NP1(N(CC)CC)N(C)CCCN1C)(C)(C)C. The catalyst is C1COCC1. The product is [Cl:1][C:2]1[C:3]([CH2:29][CH3:30])=[C:4]([NH:10][C@@H:11]([C:12]2[O:13][C:16]([C:17]3[CH:18]=[CH:19][C:20]([C:23]#[N:24])=[CH:21][CH:22]=3)=[N:15][N:14]=2)[C@H:26]([OH:28])[CH3:27])[CH:5]=[CH:6][C:7]=1[C:8]#[N:9]. The yield is 0.170. (6) The reactants are [CH3:1][O:2][CH2:3][O:4][C:5]1[CH:9]=[C:8]([C:10]([O:12][CH3:13])=[O:11])[NH:7][N:6]=1.[Cl:14][C:15]1[CH:22]=[C:21]([C:23]([F:26])([F:25])[F:24])[CH:20]=[CH:19][C:16]=1[CH2:17]Cl.C(=O)([O-])[O-].[K+].[K+].CN(C)C=O. The catalyst is O. The product is [Cl:14][C:15]1[CH:22]=[C:21]([C:23]([F:24])([F:25])[F:26])[CH:20]=[CH:19][C:16]=1[CH2:17][N:7]1[C:8]([C:10]([O:12][CH3:13])=[O:11])=[CH:9][C:5]([O:4][CH2:3][O:2][CH3:1])=[N:6]1. The yield is 0.710.